From a dataset of Forward reaction prediction with 1.9M reactions from USPTO patents (1976-2016). Predict the product of the given reaction. (1) Given the reactants [NH2:1][C:2]1[N:6](C(OC(C)(C)C)=O)[N:5]=[C:4]([C:14]2[CH:19]=[CH:18][C:17]([OH:20])=[CH:16][CH:15]=2)[C:3]=1[C:21]#[N:22].[H-].[Na+].[S:25]1[C:29]2[CH:30]=[CH:31][CH:32]=[CH:33][C:28]=2[N:27]=[C:26]1[NH:34][C:35]([C:37]1[CH:38]=[CH:39][CH:40]=[C:41]2[C:46]=1[CH2:45][N:44]([C:47]1[S:48][C:49]([CH2:57][CH2:58][CH2:59]I)=[C:50]([C:52]([O:54]CC)=[O:53])[N:51]=1)[CH2:43][CH2:42]2)=[O:36], predict the reaction product. The product is: [NH2:1][C:2]1[NH:6][N:5]=[C:4]([C:14]2[CH:15]=[CH:16][C:17]([O:20][CH2:59][CH2:58][CH2:57][C:49]3[S:48][C:47]([N:44]4[CH2:43][CH2:42][C:41]5[C:46](=[C:37]([C:35](=[O:36])[NH:34][C:26]6[S:25][C:29]7[CH:30]=[CH:31][CH:32]=[CH:33][C:28]=7[N:27]=6)[CH:38]=[CH:39][CH:40]=5)[CH2:45]4)=[N:51][C:50]=3[C:52]([OH:54])=[O:53])=[CH:18][CH:19]=2)[C:3]=1[C:21]#[N:22]. (2) Given the reactants [C:1]([N:4]1[CH2:9][CH2:8][C@H:7]([NH:10][C:11](=[O:20])[O:12][CH2:13][C:14]2[CH:19]=[CH:18][CH:17]=[CH:16][CH:15]=2)[C@H:6]([O:21][CH3:22])[CH2:5]1)(=[O:3])[NH2:2].Br[CH:24]([CH2:34][CH3:35])[C:25](=O)[C:26]([O:28][CH2:29][CH2:30]CC)=[O:27].[C:36](=O)(O)[O-].[Na+], predict the reaction product. The product is: [CH2:13]([O:12][C:11]([NH:10][C@H:7]1[CH2:8][CH2:9][N:4]([C:1]2[O:3][C:24]([CH:34]([CH3:35])[CH3:36])=[C:25]([C:26]([O:28][CH2:29][CH3:30])=[O:27])[N:2]=2)[CH2:5][C@H:6]1[O:21][CH3:22])=[O:20])[C:14]1[CH:15]=[CH:16][CH:17]=[CH:18][CH:19]=1. (3) Given the reactants [OH-].[K+].[N+:3]([C:6]1[CH:11]=[CH:10][C:9]([S:12][C:13]2[CH:18]=[CH:17][N:16]=[C:15]3[CH:19]=[CH:20][NH:21][C:14]=23)=[CH:8][CH:7]=1)([O-:5])=[O:4].Br[CH2:23][CH2:24][O:25][CH3:26].BrOBr, predict the reaction product. The product is: [CH3:26][O:25][CH2:24][CH2:23][N:21]1[C:14]2[C:15](=[N:16][CH:17]=[CH:18][C:13]=2[S:12][C:9]2[CH:10]=[CH:11][C:6]([N+:3]([O-:5])=[O:4])=[CH:7][CH:8]=2)[CH:19]=[CH:20]1.